This data is from Catalyst prediction with 721,799 reactions and 888 catalyst types from USPTO. The task is: Predict which catalyst facilitates the given reaction. (1) Reactant: [F:1][C:2]1([F:43])[CH2:6][C@H:5]([O:7][C:8]2[C:13]([F:14])=[CH:12][C:11]([S:15]([N:18](CC3C=CC(OC)=CC=3OC)[C:19]3[CH:24]=[CH:23][N:22]=[CH:21][N:20]=3)(=[O:17])=[O:16])=[C:10]([F:36])[CH:9]=2)[C@@H:4]([C:37]2[N:41]([CH3:42])[N:40]=[CH:39][CH:38]=2)[CH2:3]1.C([SiH](CC)CC)C.FC(F)(F)C(O)=O. Product: [F:43][C:2]1([F:1])[CH2:6][C@H:5]([O:7][C:8]2[C:13]([F:14])=[CH:12][C:11]([S:15]([NH:18][C:19]3[CH:24]=[CH:23][N:22]=[CH:21][N:20]=3)(=[O:16])=[O:17])=[C:10]([F:36])[CH:9]=2)[C@@H:4]([C:37]2[N:41]([CH3:42])[N:40]=[CH:39][CH:38]=2)[CH2:3]1. The catalyst class is: 4. (2) Reactant: [NH2:1][C:2]1[CH:3]=[C:4]([CH:16]=[CH:17][C:18]=1[NH2:19])[C:5]([NH:7][C:8]1[CH:13]=[CH:12][C:11]([CH3:14])=[C:10]([CH3:15])[CH:9]=1)=[O:6].[CH3:20][C:21]1[C:28]([CH3:29])=[CH:27][CH:26]=[CH:25][C:22]=1[CH:23]=O.C(S([O-])(=O)=O)(F)(F)F.C(S([O-])(=O)=O)(F)(F)F.C(S([O-])(=O)=O)(F)(F)F.[Yb+3]. Product: [CH3:15][C:10]1[CH:9]=[C:8]([NH:7][C:5]([C:4]2[CH:16]=[CH:17][C:18]3[N:19]=[C:23]([C:22]4[CH:25]=[CH:26][CH:27]=[C:28]([CH3:29])[C:21]=4[CH3:20])[NH:1][C:2]=3[CH:3]=2)=[O:6])[CH:13]=[CH:12][C:11]=1[CH3:14]. The catalyst class is: 16. (3) Reactant: [Br:1][C:2]1[CH:9]=[C:8](F)[CH:7]=[CH:6][C:3]=1[C:4]#[N:5].[NH2:11][C@H:12]([CH2:16][C:17]1[S:18][CH:19]=[CH:20][CH:21]=1)[C:13]([NH2:15])=[O:14].CCN(C(C)C)C(C)C.O. Product: [Br:1][C:2]1[CH:9]=[C:8]([NH:11][C@H:12]([CH2:16][C:17]2[S:18][CH:19]=[CH:20][CH:21]=2)[C:13]([NH2:15])=[O:14])[CH:7]=[CH:6][C:3]=1[C:4]#[N:5]. The catalyst class is: 197.